This data is from Forward reaction prediction with 1.9M reactions from USPTO patents (1976-2016). The task is: Predict the product of the given reaction. (1) Given the reactants [CH3:1][C:2]1[CH:11]=[CH:10][C:9]2[C:8]([NH:12][C:13]3[CH:18]=[CH:17][CH:16]=[C:15](SC)[CH:14]=3)=[N:7][CH:6]=[CH:5][C:4]=2[C:3]=1[NH:21][C:22]1[C:27]([C:28]2[CH:33]=[CH:32][N:31]=[CH:30][N:29]=2)=[CH:26][CH:25]=[CH:24][N:23]=1.O[O:35][S:36]([O-:38])=O.[K+].[CH2:40]1COCC1, predict the reaction product. The product is: [CH3:1][C:2]1[CH:11]=[CH:10][C:9]2[C:8]([NH:12][C:13]3[CH:14]=[CH:15][CH:16]=[C:17]([S:36]([CH3:40])(=[O:38])=[O:35])[CH:18]=3)=[N:7][CH:6]=[CH:5][C:4]=2[C:3]=1[NH:21][C:22]1[C:27]([C:28]2[CH:33]=[CH:32][N:31]=[CH:30][N:29]=2)=[CH:26][CH:25]=[CH:24][N:23]=1. (2) Given the reactants C[Si]([C:5]#[C:6][C:7]1[N:11]2[CH:12]=[CH:13][N:14]=[CH:15][C:10]2=[N:9][CH:8]=1)(C)C.[F-].C([N+](CCCC)(CCCC)CCCC)CCC, predict the reaction product. The product is: [C:6]([C:7]1[N:11]2[CH:12]=[CH:13][N:14]=[CH:15][C:10]2=[N:9][CH:8]=1)#[CH:5]. (3) Given the reactants C(OC([N:8]([C:16]1[C:20]2[CH:21]=[C:22]([CH3:35])[C:23]([CH2:25][O:26][C:27]3[CH:32]=[CH:31][C:30]([Cl:33])=[C:29]([Cl:34])[CH:28]=3)=[CH:24][C:19]=2[O:18][N:17]=1)C(=O)OC(C)(C)C)=O)(C)(C)C.C([O-])([O-])=O.[Na+].[Na+], predict the reaction product. The product is: [Cl:34][C:29]1[CH:28]=[C:27]([CH:32]=[CH:31][C:30]=1[Cl:33])[O:26][CH2:25][C:23]1[C:22]([CH3:35])=[CH:21][C:20]2[C:16]([NH2:8])=[N:17][O:18][C:19]=2[CH:24]=1.